From a dataset of Full USPTO retrosynthesis dataset with 1.9M reactions from patents (1976-2016). Predict the reactants needed to synthesize the given product. (1) Given the product [F:1][C:2]([F:13])([F:14])[C:3]1[CH:4]=[CH:5][C:6]([CH2:9][C:10]([O:12][CH2:20][CH3:21])=[O:11])=[CH:7][CH:8]=1, predict the reactants needed to synthesize it. The reactants are: [F:1][C:2]([F:14])([F:13])[C:3]1[CH:8]=[CH:7][C:6]([CH2:9][C:10]([OH:12])=[O:11])=[CH:5][CH:4]=1.S(=O)(=O)(O)O.[CH2:20](O)[CH3:21]. (2) Given the product [C:1]([O:5][C:6]([NH:8][C:9]1[O:17][C:16]2[C:11](=[N:12][CH:13]=[C:14]([CH2:18][CH2:19][CH2:20][N:27]3[CH2:32][CH2:31][O:30][CH2:29][CH2:28]3)[CH:15]=2)[C:10]=1[C:22]([O:24][CH2:25][CH3:26])=[O:23])=[O:7])([CH3:2])([CH3:3])[CH3:4], predict the reactants needed to synthesize it. The reactants are: [C:1]([O:5][C:6]([NH:8][C:9]1[O:17][C:16]2[C:11](=[N:12][CH:13]=[C:14]([CH2:18][CH2:19][CH:20]=O)[CH:15]=2)[C:10]=1[C:22]([O:24][CH2:25][CH3:26])=[O:23])=[O:7])([CH3:4])([CH3:3])[CH3:2].[NH:27]1[CH2:32][CH2:31][O:30][CH2:29][CH2:28]1.C(O[BH-](OC(=O)C)OC(=O)C)(=O)C.[Na+]. (3) Given the product [CH2:9]([O:8][C:4]1[CH:3]=[C:2]([Br:1])[CH:7]=[CH:6][N:5]=1)[C:10]1[CH:15]=[CH:14][CH:13]=[CH:12][CH:11]=1, predict the reactants needed to synthesize it. The reactants are: [Br:1][C:2]1[CH:7]=[CH:6][NH:5][C:4](=[O:8])[CH:3]=1.[CH2:9](Br)[C:10]1[CH:15]=[CH:14][CH:13]=[CH:12][CH:11]=1. (4) Given the product [C:12](#[N:14])/[CH:13]=[C:6](/[CH2:5][CH2:4][CH:3]=[C:2]([CH3:9])[CH3:1])\[CH3:7], predict the reactants needed to synthesize it. The reactants are: [CH3:1][C:2]([CH3:9])=[CH:3][CH2:4][CH2:5][C:6](=O)[CH3:7].[OH-].[K+].[C:12](#[N:14])[CH3:13]. (5) Given the product [C:1]([C:3]1[CH:8]=[CH:7][C:6]([CH:9]([CH3:17])[C:10]([O:12][CH2:13][CH3:14])=[O:11])=[CH:5][CH:4]=1)#[N:2], predict the reactants needed to synthesize it. The reactants are: [C:1]([C:3]1[CH:8]=[CH:7][C:6]([CH2:9][C:10]([O:12][CH2:13][CH3:14])=[O:11])=[CH:5][CH:4]=1)#[N:2].[H-].[Na+].[CH3:17]I. (6) Given the product [Br-:11].[F:1][C:2]1[CH:3]=[CH:4][C:5]([CH2:9][P+:18]([C:19]2[CH:20]=[CH:21][CH:22]=[CH:23][CH:24]=2)([C:25]2[CH:30]=[CH:29][CH:28]=[CH:27][CH:26]=2)[C:12]2[CH:13]=[CH:14][CH:15]=[CH:16][CH:17]=2)=[C:6]([OH:8])[CH:7]=1, predict the reactants needed to synthesize it. The reactants are: [F:1][C:2]1[CH:3]=[CH:4][C:5]([CH2:9]O)=[C:6]([OH:8])[CH:7]=1.[BrH:11].[C:12]1([P:18]([C:25]2[CH:30]=[CH:29][CH:28]=[CH:27][CH:26]=2)[C:19]2[CH:24]=[CH:23][CH:22]=[CH:21][CH:20]=2)[CH:17]=[CH:16][CH:15]=[CH:14][CH:13]=1. (7) The reactants are: [CH3:1][O:2][C:3]1[CH:4]=[C:5]2[C:10](=[CH:11][CH:12]=1)[C:9]([C:13](=[O:29])[C:14]1[CH:19]=[CH:18][C:17]([O:20][CH2:21][CH2:22][N:23]3[CH2:28][CH2:27][CH2:26][CH2:25][CH2:24]3)=[CH:16][CH:15]=1)=[C:8](OS(C(F)(F)F)(=O)=O)[CH:7]=[CH:6]2.[CH3:38][S:39]([C:42]1[CH:47]=[CH:46][C:45](B(O)O)=[CH:44][CH:43]=1)(=[O:41])=[O:40].C1C=CC(P(C2C=CC=CC=2)C2C=CC=CC=2)=CC=1.C([O-])([O-])=O.[Na+].[Na+]. Given the product [CH3:38][S:39]([C:42]1[CH:47]=[CH:46][C:45]([C:8]2[CH:7]=[CH:6][C:5]3[C:10](=[CH:11][CH:12]=[C:3]([O:2][CH3:1])[CH:4]=3)[C:9]=2[C:13]([C:14]2[CH:19]=[CH:18][C:17]([O:20][CH2:21][CH2:22][N:23]3[CH2:28][CH2:27][CH2:26][CH2:25][CH2:24]3)=[CH:16][CH:15]=2)=[O:29])=[CH:44][CH:43]=1)(=[O:41])=[O:40], predict the reactants needed to synthesize it. (8) The reactants are: [NH2:1][C:2]1[CH:7]=[CH:6][C:5]([NH:8][C:9]([C@H:11]2[CH2:16][CH2:15][CH2:14][CH2:13][NH:12]2)=[O:10])=[CH:4][C:3]=1[N+:17]([O-:19])=[O:18].C=O.[C:22]([BH3-])#N.[Na+].O. Given the product [NH2:1][C:2]1[CH:7]=[CH:6][C:5]([NH:8][C:9]([C@H:11]2[CH2:16][CH2:15][CH2:14][CH2:13][N:12]2[CH3:22])=[O:10])=[CH:4][C:3]=1[N+:17]([O-:19])=[O:18], predict the reactants needed to synthesize it.